Dataset: Forward reaction prediction with 1.9M reactions from USPTO patents (1976-2016). Task: Predict the product of the given reaction. (1) Given the reactants [Cl:1][C:2]1[CH:7]=[CH:6][C:5]([C:8]([CH2:10][O:11][C:12]2[CH:17]=[CH:16][C:15]([O:18][CH3:19])=[CH:14][CH:13]=2)=[CH2:9])=[CH:4][C:3]=1[Cl:20].C(=O)([O-])[OH:22].[Na+], predict the reaction product. The product is: [Cl:20][C:3]1[CH:4]=[C:5]([C:8]2([CH2:10][O:11][C:12]3[CH:13]=[CH:14][C:15]([O:18][CH3:19])=[CH:16][CH:17]=3)[CH2:9][O:22]2)[CH:6]=[CH:7][C:2]=1[Cl:1]. (2) The product is: [C:13]([O:17][C:18](=[O:36])[CH2:19][C@@H:20]([C:21]1[CH:22]=[N:23][C:24]([O:27][CH3:28])=[CH:25][CH:26]=1)[N:29]1[CH:30]=[CH:31][N:58]([CH2:57][CH2:56][CH2:55][C:45]2[CH:46]=[CH:47][C:48]3[CH2:54][CH2:53][CH2:52][CH2:51][NH:50][C:49]=3[N:44]=2)[C:5]1=[O:11])([CH3:14])([CH3:15])[CH3:16]. Given the reactants ClC(Cl)(O[C:5](=[O:11])OC(Cl)(Cl)Cl)Cl.[C:13]([O:17][C:18](=[O:36])[CH2:19][C@H:20]([NH:29][CH2:30][CH:31](OC)OC)[C:21]1[CH:22]=[N:23][C:24]([O:27][CH3:28])=[CH:25][CH:26]=1)([CH3:16])([CH3:15])[CH3:14].C(N(CC)CC)C.[N:44]1[C:49]2[NH:50][CH2:51][CH2:52][CH2:53][CH2:54][C:48]=2[CH:47]=[CH:46][C:45]=1[CH2:55][CH2:56][CH2:57][NH2:58].OS(O)(=O)=O, predict the reaction product. (3) Given the reactants Cl[C:2]1[C:3]([C:16]2[CH:21]=[CH:20][C:19]([F:22])=[CH:18][CH:17]=2)=[N:4][C:5]2[C:10]([N:11]=1)=[CH:9][C:8]([C:12]([O:14][CH3:15])=[O:13])=[CH:7][CH:6]=2.[CH2:23]([NH:26][CH2:27][CH2:28][CH3:29])[CH2:24][CH3:25].CCN(C(C)C)C(C)C, predict the reaction product. The product is: [CH2:23]([N:26]([CH2:27][CH2:28][CH3:29])[C:2]1[C:3]([C:16]2[CH:21]=[CH:20][C:19]([F:22])=[CH:18][CH:17]=2)=[N:4][C:5]2[C:10]([N:11]=1)=[CH:9][C:8]([C:12]([O:14][CH3:15])=[O:13])=[CH:7][CH:6]=2)[CH2:24][CH3:25]. (4) The product is: [Br:18][CH:19]([CH2:23][CH2:24][Br:25])[C:20]([NH:10][C@H:8]([C:5]1[CH:6]=[CH:7][C:2]([F:1])=[CH:3][CH:4]=1)[CH3:9])=[O:21]. Given the reactants [F:1][C:2]1[CH:7]=[CH:6][C:5]([C@@H:8]([NH2:10])[CH3:9])=[CH:4][CH:3]=1.C(N(CC)CC)C.[Br:18][CH:19]([CH2:23][CH2:24][Br:25])[C:20](Cl)=[O:21], predict the reaction product. (5) The product is: [F:20][C:5]1[C:6]([C:8]2[N:12]([CH:13]3[CH2:18][CH2:17][O:16][CH2:15][CH2:14]3)[C:11]([CH3:19])=[N:10][CH:9]=2)=[N:7][C:2]([NH:28][CH:25]2[CH2:26][CH2:27][O:22][CH2:23][CH2:24]2)=[N:3][CH:4]=1. Given the reactants Br[C:2]1[N:7]=[C:6]([C:8]2[N:12]([CH:13]3[CH2:18][CH2:17][O:16][CH2:15][CH2:14]3)[C:11]([CH3:19])=[N:10][CH:9]=2)[C:5]([F:20])=[CH:4][N:3]=1.Cl.[O:22]1[CH2:27][CH2:26][CH:25]([NH2:28])[CH2:24][CH2:23]1, predict the reaction product. (6) Given the reactants FC(F)(F)C(O)=O.[NH2:8][CH2:9][C:10]1[N:15]=[C:14]([C:16]2[S:17][C:18]3[CH:26]=[CH:25][CH:24]=[CH:23][C:19]=3[C:20](=[O:22])[N:21]=2)[CH:13]=[CH:12][CH:11]=1.[CH2:27]([S:29](Cl)(=[O:31])=[O:30])[CH3:28].C(=O)([O-])O.[Na+], predict the reaction product. The product is: [O:22]=[C:20]1[C:19]2[CH:23]=[CH:24][CH:25]=[CH:26][C:18]=2[S:17][C:16]([C:14]2[N:15]=[C:10]([CH2:9][NH:8][S:29]([CH2:27][CH3:28])(=[O:31])=[O:30])[CH:11]=[CH:12][CH:13]=2)=[N:21]1. (7) Given the reactants CO.C(OC([N:13]1[CH2:17][CH2:16][C@H:15]2[N:18]([C:25](=[O:32])[C:26]3[CH:31]=[CH:30][CH:29]=[CH:28][CH:27]=3)[CH2:19][C:20]([O:23][CH3:24])([O:21][CH3:22])[C@@H:14]12)=O)C1C=CC=CC=1.[H][H], predict the reaction product. The product is: [CH3:24][O:23][C:20]1([O:21][CH3:22])[CH2:19][N:18]([C:25]([C:26]2[CH:31]=[CH:30][CH:29]=[CH:28][CH:27]=2)=[O:32])[C@@H:15]2[CH2:16][CH2:17][NH:13][C@H:14]12. (8) Given the reactants [C:1]([NH:4][C:5]1[CH:6]=[C:7]([CH:11]([NH:51]C(=O)OC(C)(C)C)[CH2:12][N:13]2[C:18](=[O:19])[C:17]3[C:20]4([O:36][CH2:37][C:16]=3[N:15]([CH2:38][C:39]3[C:44]([C:45]([F:48])([F:47])[F:46])=[CH:43][CH:42]=[CH:41][C:40]=3[F:49])[C:14]2=[O:50])[CH2:25][CH2:24][N:23]([CH2:26][C:27]2[O:28][C:29]([C:32]([F:35])([F:34])[F:33])=[CH:30][CH:31]=2)[CH2:22][CH2:21]4)[CH:8]=[CH:9][CH:10]=1)(=[O:3])[CH3:2].FC(F)(F)C(O)=O.C([O-])(O)=O.[Na+], predict the reaction product. The product is: [NH2:51][CH:11]([C:7]1[CH:6]=[C:5]([NH:4][C:1](=[O:3])[CH3:2])[CH:10]=[CH:9][CH:8]=1)[CH2:12][N:13]1[C:18](=[O:19])[C:17]2[C:20]3([O:36][CH2:37][C:16]=2[N:15]([CH2:38][C:39]2[C:44]([C:45]([F:46])([F:47])[F:48])=[CH:43][CH:42]=[CH:41][C:40]=2[F:49])[C:14]1=[O:50])[CH2:25][CH2:24][N:23]([CH2:26][C:27]1[O:28][C:29]([C:32]([F:35])([F:34])[F:33])=[CH:30][CH:31]=1)[CH2:22][CH2:21]3.